From a dataset of Forward reaction prediction with 1.9M reactions from USPTO patents (1976-2016). Predict the product of the given reaction. (1) Given the reactants [CH3:1][O:2][C:3]1[CH:4]=[C:5]2[C:10](=[CH:11][C:12]=1[O:13][CH3:14])[N:9]=[CH:8][N:7]=[C:6]2[O:15][C:16]1[CH:22]=[CH:21][C:19]([NH2:20])=[C:18]([O:23][CH3:24])[CH:17]=1.Cl[C:26](Cl)([O:28]C(=O)OC(Cl)(Cl)Cl)Cl.[CH3:37][CH2:38][CH:39]([OH:43])[CH2:40][C:41]#[CH:42].C(=O)(O)[O-].[Na+], predict the reaction product. The product is: [CH3:1][O:2][C:3]1[CH:4]=[C:5]2[C:10](=[CH:11][C:12]=1[O:13][CH3:14])[N:9]=[CH:8][N:7]=[C:6]2[O:15][C:16]1[CH:22]=[CH:21][C:19]([NH:20][C:26](=[O:28])[O:43][CH:39]([CH2:38][CH3:37])[CH2:40][C:41]#[CH:42])=[C:18]([O:23][CH3:24])[CH:17]=1. (2) Given the reactants [CH2:1]([O:3][CH2:4][CH:5]([CH2:37][O:38][CH2:39][CH3:40])[O:6][C:7]1[CH:12]=[C:11]([CH3:13])[C:10]([C:14]2[CH:19]=[CH:18][CH:17]=[C:16]([CH2:20][O:21][C:22]3[CH:27]=[CH:26][C:25]([CH2:28][CH2:29][C:30]([O:32]CC)=[O:31])=[C:24]([F:35])[CH:23]=3)[CH:15]=2)=[C:9]([CH3:36])[CH:8]=1)[CH3:2].[OH-].[Na+].O.C(O)(=O)CC(CC(O)=O)(C(O)=O)O, predict the reaction product. The product is: [CH2:39]([O:38][CH2:37][CH:5]([CH2:4][O:3][CH2:1][CH3:2])[O:6][C:7]1[CH:12]=[C:11]([CH3:13])[C:10]([C:14]2[CH:19]=[CH:18][CH:17]=[C:16]([CH2:20][O:21][C:22]3[CH:27]=[CH:26][C:25]([CH2:28][CH2:29][C:30]([OH:32])=[O:31])=[C:24]([F:35])[CH:23]=3)[CH:15]=2)=[C:9]([CH3:36])[CH:8]=1)[CH3:40]. (3) Given the reactants C(=O)([O-])[O-].[Cs+].[Cs+].[CH2:7](Br)[C:8]#[CH:9].[C:11]([O:15][C:16]([NH:18][C:19]1[N:24]=[CH:23][C:22]([CH2:25][C:26]([C:35]2[N:36]=[CH:37][NH:38][CH:39]=2)([C:31]([O:33][CH3:34])=[O:32])[C:27]([O:29][CH3:30])=[O:28])=[CH:21][CH:20]=1)=[O:17])([CH3:14])([CH3:13])[CH3:12].O, predict the reaction product. The product is: [C:11]([O:15][C:16]([NH:18][C:19]1[N:24]=[CH:23][C:22]([CH2:25][C:26]([C:35]2[N:36]=[CH:37][N:38]([CH2:9][C:8]#[CH:7])[CH:39]=2)([C:31]([O:33][CH3:34])=[O:32])[C:27]([O:29][CH3:30])=[O:28])=[CH:21][CH:20]=1)=[O:17])([CH3:14])([CH3:12])[CH3:13]. (4) Given the reactants Cl[C:2]1[N:7]=[C:6]([C:8]([OH:10])=[O:9])[CH:5]=[CH:4][N:3]=1.Cl.[CH3:12][N:13]1[CH:17]=[C:16]([NH2:18])[CH:15]=[N:14]1.Cl.COCCOC, predict the reaction product. The product is: [CH3:12][N:13]1[CH:17]=[C:16]([NH:18][C:2]2[N:7]=[C:6]([C:8]([OH:10])=[O:9])[CH:5]=[CH:4][N:3]=2)[CH:15]=[N:14]1. (5) Given the reactants [C:1]1([CH2:7][O:8][C:9]2[CH:10]=[C:11]([CH:16]=[C:17]([O:19][CH:20]3[CH2:25][CH2:24][O:23][CH2:22][CH2:21]3)[CH:18]=2)[C:12]([O:14]C)=[O:13])[CH:6]=[CH:5][CH:4]=[CH:3][CH:2]=1.CO.O.[OH-].[Li+], predict the reaction product. The product is: [C:1]1([CH2:7][O:8][C:9]2[CH:10]=[C:11]([CH:16]=[C:17]([O:19][CH:20]3[CH2:25][CH2:24][O:23][CH2:22][CH2:21]3)[CH:18]=2)[C:12]([OH:14])=[O:13])[CH:2]=[CH:3][CH:4]=[CH:5][CH:6]=1. (6) Given the reactants [CH3:1][O:2][CH:3]([O:10][CH3:11])[CH2:4][CH2:5][C:6]([O:8]C)=O.Cl.[CH3:13][NH:14][O:15][CH3:16].C([Mg]Cl)(C)C, predict the reaction product. The product is: [CH3:11][O:10][CH:3]([O:2][CH3:1])[CH2:4][CH2:5][C:6]([N:14]([O:15][CH3:16])[CH3:13])=[O:8]. (7) Given the reactants C(C1C=CC=CC=1N(CC)CC)C.[CH3:14][S:15](Cl)(=[O:17])=[O:16].Cl.[NH2:20][C:21]1[CH:26]=[CH:25][C:24]([NH:27][C:28]([C:30]2[CH:35]=[C:34]([N+:36]([O-:38])=[O:37])[CH:33]=[CH:32][C:31]=2[Cl:39])=[O:29])=[CH:23][CH:22]=1.C(=O)(O)[O-].[Na+], predict the reaction product. The product is: [CH3:14][S:15]([NH:20][C:21]1[CH:22]=[CH:23][C:24]([NH:27][C:28]([C:30]2[CH:35]=[C:34]([N+:36]([O-:38])=[O:37])[CH:33]=[CH:32][C:31]=2[Cl:39])=[O:29])=[CH:25][CH:26]=1)(=[O:17])=[O:16].